Dataset: Full USPTO retrosynthesis dataset with 1.9M reactions from patents (1976-2016). Task: Predict the reactants needed to synthesize the given product. (1) Given the product [NH2:12][C:6]1[N:7]=[C:8]([NH2:11])[CH:9]=[CH:10][C:5]=1[C:4]([OH:13])=[O:3], predict the reactants needed to synthesize it. The reactants are: C([O:3][C:4](=[O:13])[C:5]1[CH:10]=[CH:9][C:8]([NH2:11])=[N:7][C:6]=1[NH2:12])C.[OH-].[Na+]. (2) Given the product [CH2:19]([NH:18][C:4]1[C:3]([C:1]2[NH:26][N:25]=[N:24][N:2]=2)=[CH:8][N:7]=[C:6]([NH:9][CH2:10][CH2:11][C:12]2[CH:13]=[CH:14][N:15]=[CH:16][CH:17]=2)[N:5]=1)[CH2:20][CH3:21], predict the reactants needed to synthesize it. The reactants are: [C:1]([C:3]1[C:4]([NH:18][CH2:19][CH2:20][CH3:21])=[N:5][C:6]([NH:9][CH2:10][CH2:11][C:12]2[CH:17]=[CH:16][N:15]=[CH:14][CH:13]=2)=[N:7][CH:8]=1)#[N:2].[Cl-].[NH4+].[N-:24]=[N+:25]=[N-:26].[Na+].C(O)(=O)CC(CC(O)=O)(C(O)=O)O. (3) Given the product [OH:14][CH2:13][CH2:15][NH:16][C:10]([C:2]1[S:1][C:5]2[CH:6]=[CH:7][CH:8]=[CH:9][C:4]=2[CH:3]=1)=[O:12], predict the reactants needed to synthesize it. The reactants are: [S:1]1[C:5]2[CH:6]=[CH:7][CH:8]=[CH:9][C:4]=2[CH:3]=[C:2]1[C:10]([OH:12])=O.[CH2:13]([CH2:15][NH2:16])[OH:14]. (4) Given the product [F:13][C:14]1([F:18])[CH2:17][N:16]([CH2:2][C:3]2[N:7]([CH3:8])[N:6]=[C:5]([N+:9]([O-:11])=[O:10])[CH:4]=2)[CH2:15]1, predict the reactants needed to synthesize it. The reactants are: Br[CH2:2][C:3]1[N:7]([CH3:8])[N:6]=[C:5]([N+:9]([O-:11])=[O:10])[CH:4]=1.Cl.[F:13][C:14]1([F:18])[CH2:17][NH:16][CH2:15]1.CCN(C(C)C)C(C)C. (5) Given the product [F:1][C:2]([F:7])([F:6])[C:3]([N:5]=[S:46]([CH2:45][C:43]1[CH:42]=[C:41]([CH3:48])[N:40]=[C:39]([NH:38][C:34]2[CH:33]=[C:32]([C:29]3[CH:30]=[CH:31][C:26]([F:25])=[CH:27][C:28]=3[O:49][CH3:50])[N:37]=[CH:36][N:35]=2)[CH:44]=1)[CH3:47])=[O:4], predict the reactants needed to synthesize it. The reactants are: [F:1][C:2]([F:7])([F:6])[C:3]([NH2:5])=[O:4].CC(C)([O-])C.[Na+].BrN1C(C)(C)C(=O)N(Br)C1=O.[F:25][C:26]1[CH:31]=[CH:30][C:29]([C:32]2[N:37]=[CH:36][N:35]=[C:34]([NH:38][C:39]3[CH:44]=[C:43]([CH2:45][S:46][CH3:47])[CH:42]=[C:41]([CH3:48])[N:40]=3)[CH:33]=2)=[C:28]([O:49][CH3:50])[CH:27]=1.S([O-])([O-])=O.[Na+].[Na+]. (6) Given the product [CH2:1]([S:4][C:5]1[N:9]([C:10]2[CH:11]=[CH:12][C:13]([C:14]([OH:16])=[O:15])=[CH:18][CH:19]=2)[N:8]=[CH:7][C:6]=1[C:20]([N:22]1[CH2:26][CH2:25][CH:24]([C:27]2[CH:32]=[CH:31][CH:30]=[CH:29][C:28]=2[C:33]([F:34])([F:35])[F:36])[CH2:23]1)=[O:21])[CH2:2][CH3:3], predict the reactants needed to synthesize it. The reactants are: [CH2:1]([S:4][C:5]1[N:9]([C:10]2[CH:19]=[CH:18][C:13]([C:14]([O:16]C)=[O:15])=[CH:12][CH:11]=2)[N:8]=[CH:7][C:6]=1[C:20]([N:22]1[CH2:26][CH2:25][CH:24]([C:27]2[CH:32]=[CH:31][CH:30]=[CH:29][C:28]=2[C:33]([F:36])([F:35])[F:34])[CH2:23]1)=[O:21])[CH2:2][CH3:3].[OH-].[Na+]. (7) The reactants are: [Cl:1][C:2]1[CH:7]=[C:6](Cl)[C:5]([CH3:9])=[CH:4][N:3]=1.[OH-:10].[Na+].[CH3:12]O. Given the product [Cl:1][C:2]1[CH:7]=[C:6]([O:10][CH3:12])[C:5]([CH3:9])=[CH:4][N:3]=1, predict the reactants needed to synthesize it. (8) Given the product [CH2:1]([O:3][C:4]([C@@H:6]1[CH2:10][CH:9]([O:11][Si:12]([C:15]([CH3:16])([CH3:18])[CH3:17])([CH3:13])[CH3:14])[CH2:8][C@H:7]1[CH2:19][O:20][C:25]1[CH:26]=[CH:27][C:22]([Cl:21])=[CH:23][CH:24]=1)=[O:5])[CH3:2], predict the reactants needed to synthesize it. The reactants are: [CH2:1]([O:3][C:4]([C@@H:6]1[CH2:10][CH:9]([O:11][Si:12]([C:15]([CH3:18])([CH3:17])[CH3:16])([CH3:14])[CH3:13])[CH2:8][C@H:7]1[CH2:19][OH:20])=[O:5])[CH3:2].[Cl:21][C:22]1[CH:27]=[CH:26][C:25](O)=[CH:24][CH:23]=1.C1(P(C2C=CC=CC=2)C2C=CC=CC=2)C=CC=CC=1.C(OC(N=NC(OC(C)(C)C)=O)=O)(C)(C)C. (9) Given the product [N:12]([C:5]1[C:6]([O:8][CH2:9][CH3:10])=[N:7][C:2]([NH2:1])=[N:3][C:4]=1[NH2:11])=[O:13], predict the reactants needed to synthesize it. The reactants are: [NH2:1][C:2]1[N:7]=[C:6]([O:8][CH2:9][CH3:10])[CH:5]=[C:4]([NH2:11])[N:3]=1.[N:12]([O-])=[O:13].[Na+].